From a dataset of NCI-60 drug combinations with 297,098 pairs across 59 cell lines. Regression. Given two drug SMILES strings and cell line genomic features, predict the synergy score measuring deviation from expected non-interaction effect. (1) Drug 1: CC12CCC(CC1=CCC3C2CCC4(C3CC=C4C5=CN=CC=C5)C)O. Drug 2: CS(=O)(=O)C1=CC(=C(C=C1)C(=O)NC2=CC(=C(C=C2)Cl)C3=CC=CC=N3)Cl. Cell line: SK-MEL-28. Synergy scores: CSS=0.632, Synergy_ZIP=1.92, Synergy_Bliss=4.04, Synergy_Loewe=-6.01, Synergy_HSA=-3.13. (2) Drug 1: C(CN)CNCCSP(=O)(O)O. Drug 2: CC12CCC3C(C1CCC2OP(=O)(O)O)CCC4=C3C=CC(=C4)OC(=O)N(CCCl)CCCl.[Na+]. Cell line: SF-268. Synergy scores: CSS=26.4, Synergy_ZIP=-6.53, Synergy_Bliss=1.17, Synergy_Loewe=-11.0, Synergy_HSA=-1.35. (3) Drug 1: C1=CC=C(C(=C1)C(C2=CC=C(C=C2)Cl)C(Cl)Cl)Cl. Drug 2: CC1=C(C(=O)C2=C(C1=O)N3CC4C(C3(C2COC(=O)N)OC)N4)N. Cell line: UACC62. Synergy scores: CSS=25.4, Synergy_ZIP=2.13, Synergy_Bliss=2.90, Synergy_Loewe=-11.1, Synergy_HSA=2.03. (4) Drug 1: C1C(C(OC1N2C=NC3=C(N=C(N=C32)Cl)N)CO)O. Drug 2: CCC1(C2=C(COC1=O)C(=O)N3CC4=CC5=C(C=CC(=C5CN(C)C)O)N=C4C3=C2)O.Cl. Cell line: HCT116. Synergy scores: CSS=67.5, Synergy_ZIP=-4.96, Synergy_Bliss=-5.77, Synergy_Loewe=-3.56, Synergy_HSA=-0.0681. (5) Drug 1: C1CC(=O)NC(=O)C1N2CC3=C(C2=O)C=CC=C3N. Drug 2: C1C(C(OC1N2C=NC3=C2NC=NCC3O)CO)O. Cell line: MDA-MB-435. Synergy scores: CSS=0.310, Synergy_ZIP=-0.460, Synergy_Bliss=-0.615, Synergy_Loewe=0.0107, Synergy_HSA=-1.06.